This data is from hERG Central: cardiac toxicity at 1µM, 10µM, and general inhibition. The task is: Predict hERG channel inhibition at various concentrations. (1) The molecule is CCOC(=O)CCNC(=O)N1CCCC(CCC(=O)N(C)CCc2ccccn2)C1. Results: hERG_inhib (hERG inhibition (general)): blocker. (2) The drug is CCn1c(C(=O)NCc2cccnc2)cc2sc(Cl)cc21. Results: hERG_inhib (hERG inhibition (general)): blocker. (3) The molecule is O=S(=O)(c1ccccc1)N1CCN(C2CCN(Cc3ccccc3)CC2)CC1. Results: hERG_inhib (hERG inhibition (general)): blocker. (4) Results: hERG_inhib (hERG inhibition (general)): blocker. The compound is Br.Cc1ccc(Cn2c(=N)n(CC(=O)c3ccccc3)c3ccccc32)cc1. (5) The molecule is CCN1C(=NCc2ccc(OC)cc2)N[C@@H](CCc2ccccc2)[C@H](C(=O)NCc2ccc(OC)cc2)[C@H]1C. Results: hERG_inhib (hERG inhibition (general)): blocker. (6) The compound is CC1(C)CC(=O)c2ccc(OCc3ccc([N+](=O)[O-])cc3)cc2O1. Results: hERG_inhib (hERG inhibition (general)): blocker. (7) The drug is CC(C)(C)OC(=O)N1CCN(c2ccc([N+](=O)[O-])cc2)CC1. Results: hERG_inhib (hERG inhibition (general)): blocker. (8) The drug is Cl.c1ccc(CN2CCC3(CCCc4ccccc43)CC2)cc1. Results: hERG_inhib (hERG inhibition (general)): blocker. (9) The molecule is COc1cccc(O)c1CN1CCCC(C(=O)c2cccc(C(F)(F)F)c2)C1. Results: hERG_inhib (hERG inhibition (general)): blocker. (10) The compound is O=C(NCC(=O)N1CC=C(c2ccccc2)CC1)c1ccco1. Results: hERG_inhib (hERG inhibition (general)): blocker.